Dataset: Full USPTO retrosynthesis dataset with 1.9M reactions from patents (1976-2016). Task: Predict the reactants needed to synthesize the given product. (1) Given the product [NH2:1][C:2]1[C:3]([Cl:11])=[C:4]([CH:8]=[CH:9][CH:10]=1)[C:5]([NH2:14])=[O:6], predict the reactants needed to synthesize it. The reactants are: [NH2:1][C:2]1[C:3]([Cl:11])=[C:4]([CH:8]=[CH:9][CH:10]=1)[C:5](O)=[O:6].CC[N:14](C(C)C)C(C)C.C1C=CC2N(O)N=NC=2C=1.CCN=C=NCCCN(C)C.Cl.N. (2) Given the product [CH:11]([N:8]1[C:9]2[CH:10]=[C:2]([C:37]3[CH:42]=[N:41][C:40]([N:43]4[CH2:44][CH2:45][NH:46][CH2:47][CH2:48]4)=[CH:39][CH:38]=3)[CH:3]=[C:4]([C:16]([NH:18][CH2:19][C:20]3[C:21](=[O:28])[NH:22][C:23]([CH3:27])=[CH:24][C:25]=3[CH3:26])=[O:17])[C:5]=2[C:6]([CH3:15])=[CH:7]1)([CH2:13][CH3:14])[CH3:12], predict the reactants needed to synthesize it. The reactants are: Br[C:2]1[CH:3]=[C:4]([C:16]([NH:18][CH2:19][C:20]2[C:21](=[O:28])[NH:22][C:23]([CH3:27])=[CH:24][C:25]=2[CH3:26])=[O:17])[C:5]2[C:6]([CH3:15])=[CH:7][N:8]([CH:11]([CH2:13][CH3:14])[CH3:12])[C:9]=2[CH:10]=1.CC1(C)C(C)(C)OB([C:37]2[CH:38]=[CH:39][C:40]([N:43]3[CH2:48][CH2:47][NH:46][CH2:45][CH2:44]3)=[N:41][CH:42]=2)O1.P([O-])([O-])([O-])=O.[K+].[K+].[K+].O1CCOCC1. (3) Given the product [CH3:17][C:7]1[N:8]=[C:9]([N:11]2[CH2:16][CH2:15][O:14][CH2:13][CH2:12]2)[C:10]2[C:2]([C:32]3[CH:33]=[C:28]([CH:29]=[CH:30][CH:31]=3)[C:26]#[N:27])=[CH:3][N:4]([CH2:18][O:19][CH2:20][CH2:21][Si:22]([CH3:25])([CH3:24])[CH3:23])[C:5]=2[N:6]=1, predict the reactants needed to synthesize it. The reactants are: I[C:2]1[C:10]2[C:9]([N:11]3[CH2:16][CH2:15][O:14][CH2:13][CH2:12]3)=[N:8][C:7]([CH3:17])=[N:6][C:5]=2[N:4]([CH2:18][O:19][CH2:20][CH2:21][Si:22]([CH3:25])([CH3:24])[CH3:23])[CH:3]=1.[C:26]([C:28]1[CH:29]=[C:30](B(O)O)[CH:31]=[CH:32][CH:33]=1)#[N:27].C(=O)([O-])[O-].[K+].[K+]. (4) Given the product [C:1]1([C:7]2[C:15]3[CH:14]=[CH:13][C:12]([C:22]4[CH:23]=[CH:24][CH:25]=[CH:26][CH:27]=4)([C:16]4[CH:17]=[CH:18][CH:19]=[CH:20][CH:21]=4)[CH2:11][C:10]=3[NH:9][N:8]=2)[CH:6]=[CH:5][CH:4]=[CH:3][CH:2]=1, predict the reactants needed to synthesize it. The reactants are: [C:1]1([C:7]2[C:15]3[CH:14]=[CH:13][C:12]([C:22]4[CH:27]=[CH:26][CH:25]=[CH:24][CH:23]=4)([C:16]4[CH:21]=[CH:20][CH:19]=[CH:18][CH:17]=4)[CH2:11][C:10]=3[N:9](COCC[Si](C)(C)C)[N:8]=2)[CH:6]=[CH:5][CH:4]=[CH:3][CH:2]=1.C1(C2C3C=CC(C4C=CC=CC=4)(C4C=CC=CC=4)CC=3NN2COCC[Si](C)(C)C)C=CC=CC=1.Cl. (5) Given the product [NH:13]1[C:12]2[CH:16]=[CH:17][C:9]([N:8]3[CH:21]([C:20]4[C:19]([Cl:18])=[CH:26][CH:25]=[CH:24][C:23]=4[Cl:27])[CH2:35][NH:34][C:39]3=[O:40])=[CH:10][C:11]=2[N:15]=[CH:14]1, predict the reactants needed to synthesize it. The reactants are: FC(F)(F)C([O-])=O.[NH2:8][C:9]1[CH:17]=[CH:16][C:12]2[N:13]=[CH:14][NH:15][C:11]=2[CH:10]=1.[Cl:18][C:19]1[CH:26]=[CH:25][CH:24]=[C:23]([Cl:27])[C:20]=1[CH:21]=O.[Si](C#N)(C)(C)C.[N:34]1([C:39](N2C=CN=C2)=[O:40])C=CN=[CH:35]1. (6) The reactants are: [OH:1][C:2]1[CH:10]=[CH:9][C:5]([C:6]([OH:8])=[O:7])=[CH:4][C:3]=1[N+:11]([O-:13])=[O:12].C(N(CC)CC)C.[C:21](OC(=O)C)(=[O:23])[CH3:22].Cl. Given the product [C:21]([O:1][C:2]1[CH:10]=[CH:9][C:5]([C:6]([OH:8])=[O:7])=[CH:4][C:3]=1[N+:11]([O-:13])=[O:12])(=[O:23])[CH3:22], predict the reactants needed to synthesize it. (7) Given the product [Cl:1][C:2]1[CH:3]=[CH:4][C:5]([CH2:6][NH:7][C:8]([C:10]2[C:11](=[O:27])[C:12]3[C:13]4[N:14]([CH:26]=2)[CH2:15][C:16](=[O:25])[N:17]([CH3:24])[C:18]=4[CH:19]=[C:20]([CH2:22][N:38]([CH2:37][CH:36]([C:35]2[CH:34]=[C:33]([CH3:41])[O:32][C:31]=2[CH3:30])[OH:40])[CH3:39])[CH:21]=3)=[O:9])=[CH:28][CH:29]=1, predict the reactants needed to synthesize it. The reactants are: [Cl:1][C:2]1[CH:29]=[CH:28][C:5]([CH2:6][NH:7][C:8]([C:10]2[C:11](=[O:27])[C:12]3[C:13]4[N:14]([CH:26]=2)[CH2:15][C:16](=[O:25])[N:17]([CH3:24])[C:18]=4[CH:19]=[C:20]([CH2:22]Cl)[CH:21]=3)=[O:9])=[CH:4][CH:3]=1.[CH3:30][C:31]1[O:32][C:33]([CH3:41])=[CH:34][C:35]=1[CH:36]([OH:40])[CH2:37][NH:38][CH3:39].CN(C=O)C. (8) Given the product [CH3:1][C:5]1([OH:11])[CH:6]2[CH2:9][CH2:10][N:3]([CH2:8][CH2:7]2)[CH2:4]1, predict the reactants needed to synthesize it. The reactants are: [CH3:1][Li].[N:3]12[CH2:10][CH2:9][CH:6]([CH2:7][CH2:8]1)[C:5](=[O:11])[CH2:4]2.O.